This data is from Full USPTO retrosynthesis dataset with 1.9M reactions from patents (1976-2016). The task is: Predict the reactants needed to synthesize the given product. (1) Given the product [Br:8][C:9]1[CH:20]=[CH:19][C:12]2[C:13]3[N:14]([CH:2]=[C:3]([C:4]([OH:6])=[O:5])[N:18]=3)[CH2:15][CH2:16][O:17][C:11]=2[CH:10]=1, predict the reactants needed to synthesize it. The reactants are: Br[CH2:2][C:3](=O)[C:4]([OH:6])=[O:5].[Br:8][C:9]1[CH:20]=[CH:19][C:12]2[C:13](=[NH:18])[NH:14][CH2:15][CH2:16][O:17][C:11]=2[CH:10]=1. (2) Given the product [N+:1]([C:4]1[CH:5]=[CH:6][C:7]([C:8]([O:10][C@@H:11]2[CH2:19][C:18]3[C:13](=[CH:14][CH:15]=[CH:16][CH:17]=3)[C@H:12]2[NH:20][C:21]2[C:26]([CH2:27][CH3:28])=[N:25][C:24]([C:29]3[CH:34]=[CH:33][C:32]([Cl:35])=[CH:31][C:30]=3[Cl:36])=[C:23]([CH2:37][CH3:38])[N:22]=2)=[O:9])=[CH:39][CH:40]=1)([O-:3])=[O:2], predict the reactants needed to synthesize it. The reactants are: [N+:1]([C:4]1[CH:40]=[CH:39][C:7]([C:8]([O:10][C@H:11]2[CH2:19][C:18]3[C:13](=[CH:14][CH:15]=[CH:16][CH:17]=3)[C@@H:12]2[NH:20][C:21]2[C:26]([CH2:27][CH3:28])=[N:25][C:24]([C:29]3[CH:34]=[CH:33][C:32]([Cl:35])=[CH:31][C:30]=3[Cl:36])=[C:23]([CH2:37][CH3:38])[N:22]=2)=[O:9])=[CH:6][CH:5]=1)([O-:3])=[O:2].C(C1C(N[C@@H]2C3C(=CC=CC=3)C[C@@H]2O)=NC(CC)=CN=1)C.